From a dataset of Peptide-MHC class II binding affinity with 134,281 pairs from IEDB. Regression. Given a peptide amino acid sequence and an MHC pseudo amino acid sequence, predict their binding affinity value. This is MHC class II binding data. (1) The binding affinity (normalized) is 0.784. The peptide sequence is AAATFGTTVYGAFAA. The MHC is HLA-DQA10102-DQB10602 with pseudo-sequence HLA-DQA10102-DQB10602. (2) The peptide sequence is GTKTEAEDVIPEGWK. The MHC is DRB1_1302 with pseudo-sequence DRB1_1302. The binding affinity (normalized) is 0.323. (3) The peptide sequence is SAFQGLFGGLNWITK. The MHC is HLA-DQA10601-DQB10402 with pseudo-sequence HLA-DQA10601-DQB10402. The binding affinity (normalized) is 0.313. (4) The peptide sequence is YARAKMFPAVAEK. The MHC is HLA-DQA10301-DQB10302 with pseudo-sequence HLA-DQA10301-DQB10302. The binding affinity (normalized) is 0.406. (5) The binding affinity (normalized) is 0.551. The peptide sequence is LSSNDLAKYKANWIE. The MHC is DRB1_1101 with pseudo-sequence DRB1_1101. (6) The peptide sequence is EKKYFAGTQFEPLAA. The MHC is HLA-DPA10201-DPB10501 with pseudo-sequence HLA-DPA10201-DPB10501. The binding affinity (normalized) is 0.962. (7) The peptide sequence is KALWIIFSQNMNIKL. The MHC is DRB1_0401 with pseudo-sequence DRB1_0401. The binding affinity (normalized) is 0.475. (8) The binding affinity (normalized) is 0.345. The MHC is HLA-DQA10201-DQB10402 with pseudo-sequence HLA-DQA10201-DQB10402. The peptide sequence is KRQGPKQMLVGGVVL.